This data is from Reaction yield outcomes from USPTO patents with 853,638 reactions. The task is: Predict the reaction yield, written as a fraction of the theoretical maximum amount of product (1.0 means a 100% yield; for example, 0.34 means a 34% yield). (1) The reactants are [CH:1]([C:3]1[CH:4]=[C:5]([CH:10]=[CH:11][CH:12]=1)[C:6]([O:8][CH3:9])=[O:7])=O.[O:13]1[CH2:18][CH2:17][CH:16]([NH2:19])[CH2:15][CH2:14]1.CC(O)=O.[BH3-]C#N.[Na+]. The catalyst is CO. The product is [O:13]1[CH2:18][CH2:17][CH:16]([NH:19][CH2:1][C:3]2[CH:4]=[C:5]([CH:10]=[CH:11][CH:12]=2)[C:6]([O:8][CH3:9])=[O:7])[CH2:15][CH2:14]1. The yield is 0.670. (2) The reactants are Cl[CH2:2][CH2:3][O:4][C:5]1[C:13]2[C:8](=[N:9][CH:10]=[N:11][C:12]=2[NH:14][C:15]2[CH:20]=[CH:19][C:18]([O:21][C:22]3[CH:23]=[N:24][C:25]([CH3:28])=[CH:26][CH:27]=3)=[C:17]([CH3:29])[CH:16]=2)[NH:7][N:6]=1.[C:30]([N:33]1[CH2:38][CH2:37][NH:36][CH2:35][CH2:34]1)(=[O:32])[CH3:31]. No catalyst specified. The yield is 0.360. The product is [C:30]([N:33]1[CH2:38][CH2:37][N:36]([CH2:2][CH2:3][O:4][C:5]2[C:13]3[C:8](=[N:9][CH:10]=[N:11][C:12]=3[NH:14][C:15]3[CH:20]=[CH:19][C:18]([O:21][C:22]4[CH:23]=[N:24][C:25]([CH3:28])=[CH:26][CH:27]=4)=[C:17]([CH3:29])[CH:16]=3)[NH:7][N:6]=2)[CH2:35][CH2:34]1)(=[O:32])[CH3:31]. (3) The reactants are C([C@@H]1N(C(=O)C2C=CC(OC3C=CC=CC=3)=CC=2)C[C@H](CC(C)C)NC1=O)C(C)C.[CH:31]([C@@H:34]1[NH:39][CH2:38][C@H:37]([C:40]2[CH:45]=[CH:44][CH:43]=[CH:42][CH:41]=2)[NH:36][C:35]1=[O:46])([CH3:33])[CH3:32].[C:47]1([C@@H:53]2[CH2:55][C@H:54]2[C:56](O)=[O:57])[CH:52]=[CH:51][CH:50]=[CH:49][CH:48]=1. No catalyst specified. The product is [CH:31]([C@@H:34]1[N:39]([C:56]([C@@H:54]2[CH2:55][C@H:53]2[C:47]2[CH:52]=[CH:51][CH:50]=[CH:49][CH:48]=2)=[O:57])[CH2:38][C@H:37]([C:40]2[CH:41]=[CH:42][CH:43]=[CH:44][CH:45]=2)[NH:36][C:35]1=[O:46])([CH3:33])[CH3:32]. The yield is 0.500. (4) The reactants are [CH2:1]([O:8][C:9]1[C:10]([C:29]([OH:31])=O)=[N:11][C:12]([CH2:16][C:17]2([C:22]3[CH:27]=[CH:26][C:25]([Cl:28])=[CH:24][CH:23]=3)[CH2:21][CH2:20][CH2:19][CH2:18]2)=[N:13][C:14]=1[OH:15])[C:2]1[CH:7]=[CH:6][CH:5]=[CH:4][CH:3]=1.[Si:32]([O:39][CH2:40][CH2:41][NH:42][CH:43]([CH3:45])[CH3:44])([C:35]([CH3:38])([CH3:37])[CH3:36])([CH3:34])[CH3:33].[Si](OCCN(C)C(C1C(OCC2C=CC=CC=2)=C(O)N=C(CC2C=CC=CC=2C2C=CC=CC=2)N=1)=O)(C(C)(C)C)(C)C. No catalyst specified. The product is [Si:32]([O:39][CH2:40][CH2:41][N:42]([CH:43]([CH3:45])[CH3:44])[C:29]([C:10]1[C:9]([O:8][CH2:1][C:2]2[CH:7]=[CH:6][CH:5]=[CH:4][CH:3]=2)=[C:14]([OH:15])[N:13]=[C:12]([CH2:16][C:17]2([C:22]3[CH:23]=[CH:24][C:25]([Cl:28])=[CH:26][CH:27]=3)[CH2:21][CH2:20][CH2:19][CH2:18]2)[N:11]=1)=[O:31])([C:35]([CH3:38])([CH3:37])[CH3:36])([CH3:34])[CH3:33]. The yield is 0.558.